Dataset: CYP2C9 inhibition data for predicting drug metabolism from PubChem BioAssay. Task: Regression/Classification. Given a drug SMILES string, predict its absorption, distribution, metabolism, or excretion properties. Task type varies by dataset: regression for continuous measurements (e.g., permeability, clearance, half-life) or binary classification for categorical outcomes (e.g., BBB penetration, CYP inhibition). Dataset: cyp2c9_veith. (1) The compound is CN(C)Cc1ccccc1-c1cc(N(C)C)ncn1. The result is 0 (non-inhibitor). (2) The molecule is CC(O)CN(CCC(N)=O)CCC(N)=O.O=C(O)C(=O)O. The result is 0 (non-inhibitor).